Dataset: Experimentally validated miRNA-target interactions with 360,000+ pairs, plus equal number of negative samples. Task: Binary Classification. Given a miRNA mature sequence and a target amino acid sequence, predict their likelihood of interaction. (1) The miRNA is mmu-miR-466g with sequence AUACAGACACAUGCACACACA. The protein sequence of the target gene is MTRGLAPLLPIEFHKMGSFRRPRPRFMSSPVLSELPRFQAARQALQLSSNSAWNSVQTAVINVFKGGGLQSNELYALNESIRRLLKSELGSFITDYFQNQLLAKGLSFVEEKIKLCEGDNRIEVLAEVWDHFFTETLPTLQAIFYPVQGQELTIRQISLLGFRDLVLLKVKLGDVLLLAQSKLPSSVIQMLLILQSVHEPTGPSEGYLQLEELVKQVVSPFLSISGDRSCSGPTYSLARRHSRVRPKVTVLNYASLMTTVGRPLNEMVLTPLTEQEGEAYLEKCGSVRRHTVANAHSDIQ.... Result: 1 (interaction). (2) The miRNA is mmu-miR-206-3p with sequence UGGAAUGUAAGGAAGUGUGUGG. The protein sequence of the target gene is MLLSKINSLAHLRAAPCNDLHATKLAPGKEKEPLESQYQVGPLLGSGGFGSVYSGIRVADNLPVAIKHVEKDRISDWGELPNGTRVPMEVVLLKKVSSDFSGVIRLLDWFERPDSFVLILERPEPVQDLFDFITERGALQEDLARGFFWQVLEAVRHCHNCGVLHRDIKDENILIDLSRGEIKLIDFGSGALLKDTVYTDFDGTRVYSPPEWIRYHRYHGRSAAVWSLGILLYDMVCGDIPFEHDEEIIKGQVFFRQTVSSECQHLIKWCLSLRPSDRPSFEEIRNHPWMQGDLLPQAAS.... Result: 1 (interaction).